From a dataset of Reaction yield outcomes from USPTO patents with 853,638 reactions. Predict the reaction yield, written as a fraction of the theoretical maximum amount of product (1.0 means a 100% yield; for example, 0.34 means a 34% yield). (1) The reactants are Cl.C[O:3][C:4](=[O:39])[C:5]1[CH:10]=[CH:9][C:8]([CH2:11][O:12][C:13]2[CH:18]=[CH:17][C:16]([CH2:19][C@H:20]([NH2:38])[C:21]3[N:22]([CH2:34][CH2:35][CH2:36][CH3:37])[CH:23]=[C:24]([C:26]4[CH:31]=[CH:30][C:29]([Cl:32])=[CH:28][C:27]=4[Cl:33])[N:25]=3)=[CH:15][CH:14]=2)=[CH:7][CH:6]=1.[CH2:40]([O:44][C:45]1[CH:53]=[CH:52][C:48]([C:49](O)=[O:50])=[CH:47][CH:46]=1)[CH2:41][CH2:42][CH3:43]. No catalyst specified. The product is [CH2:40]([O:44][C:45]1[CH:46]=[CH:47][C:48]([C:49]([NH:38][C@H:20]([C:21]2[N:22]([CH2:34][CH2:35][CH2:36][CH3:37])[CH:23]=[C:24]([C:26]3[CH:31]=[CH:30][C:29]([Cl:32])=[CH:28][C:27]=3[Cl:33])[N:25]=2)[CH2:19][C:16]2[CH:15]=[CH:14][C:13]([O:12][CH2:11][C:8]3[CH:7]=[CH:6][C:5]([C:4]([OH:3])=[O:39])=[CH:10][CH:9]=3)=[CH:18][CH:17]=2)=[O:50])=[CH:52][CH:53]=1)[CH2:41][CH2:42][CH3:43]. The yield is 0.720. (2) The reactants are C([O:3][C:4]([C:6]1[N:14]([CH2:15][CH2:16][O:17][CH3:18])[C:9]2=[N:10][CH:11]=[CH:12][CH:13]=[C:8]2[CH:7]=1)=[O:5])C.CCO.[OH-].[Na+].Cl. The catalyst is C1COCC1. The product is [CH3:18][O:17][CH2:16][CH2:15][N:14]1[C:9]2=[N:10][CH:11]=[CH:12][CH:13]=[C:8]2[CH:7]=[C:6]1[C:4]([OH:5])=[O:3]. The yield is 0.830. (3) The reactants are [NH:1]1[CH2:5][CH2:4][CH2:3][C:2]1=[O:6].[OH-].[K+].[CH2:9](Br)[CH:10]([CH3:12])[CH3:11]. The catalyst is O1CCCC1.[Br-].C([N+](CCCC)(CCCC)CCCC)CCC. The product is [CH2:9]([N:1]1[CH2:5][CH2:4][CH2:3][C:2]1=[O:6])[CH:10]([CH3:12])[CH3:11]. The yield is 0.730. (4) The catalyst is C1(C)C=CC=CC=1.C1C=CC(/C=C/C(/C=C/C2C=CC=CC=2)=O)=CC=1.C1C=CC(/C=C/C(/C=C/C2C=CC=CC=2)=O)=CC=1.C1C=CC(/C=C/C(/C=C/C2C=CC=CC=2)=O)=CC=1.[Pd].[Pd]. The product is [CH2:35]([C:2]1[C:3]([NH2:17])=[C:4]([CH:7]=[CH:8][CH:9]=1)[C:5]#[N:6])[C:26]1[CH:27]=[CH:32][CH:33]=[CH:34][CH:25]=1. The reactants are Br[C:2]1[CH:3]=[C:4]([CH:7]=[CH:8][CH:9]=1)[C:5]#[N:6].C([NH2:17])C1C=CC=CC=1.C1(P(C2C=CC=CC=2)[C:25]2(P(C3C=CC=CC=3)C3C=CC=CC=3)[CH2:34][CH:33]=[C:32]3[C:27](C=CC=C3)=[C:26]2[C:35]2C3C(=CC=CC=3)C=CC=2)C=CC=CC=1.CC(C)([O-])C.[Na+]. The yield is 0.580. (5) The reactants are [F:1][C:2]1[CH:3]=[CH:4][C:5]2[S:11][CH2:10][CH2:9][C:8](=O)[NH:7][C:6]=2[CH:13]=1.COCCO[AlH2-]OCCOC.[Na+].[OH-].[Na+]. The catalyst is C1(C)C=CC=CC=1. The product is [F:1][C:2]1[CH:3]=[CH:4][C:5]2[S:11][CH2:10][CH2:9][CH2:8][NH:7][C:6]=2[CH:13]=1. The yield is 0.930. (6) The reactants are [F:1][C:2]1[CH:3]=[C:4]([C:10]2[C:19]3[C:14](=[CH:15][CH:16]=[CH:17][CH:18]=3)[C:13]([CH:20]=[O:21])=[CH:12][CH:11]=2)[CH:5]=[CH:6][C:7]=1[O:8]C.Cl.N1C=CC=CC=1. The catalyst is O. The product is [F:1][C:2]1[CH:3]=[C:4]([C:10]2[C:19]3[C:14](=[CH:15][CH:16]=[CH:17][CH:18]=3)[C:13]([CH:20]=[O:21])=[CH:12][CH:11]=2)[CH:5]=[CH:6][C:7]=1[OH:8]. The yield is 0.990.